From a dataset of Reaction yield outcomes from USPTO patents with 853,638 reactions. Predict the reaction yield, written as a fraction of the theoretical maximum amount of product (1.0 means a 100% yield; for example, 0.34 means a 34% yield). (1) The reactants are [CH3:1][C:2]1[NH:3][C:4](=[O:10])[O:5][C:6]=1[C:7]([OH:9])=O.O1CCCC1.C(Cl)(=O)C(Cl)=O.[NH2:22][C:23]1[CH:24]=[C:25]([CH:42]=[CH:43][C:44]=1[CH3:45])[O:26][C:27]1[CH:28]=[CH:29][C:30]2[N:31]([CH:33]=[C:34]([NH:36][C:37]([CH:39]3[CH2:41][CH2:40]3)=[O:38])[N:35]=2)[N:32]=1. The catalyst is CN(C)C=O.CN(C)C(=O)C. The product is [CH:39]1([C:37]([NH:36][C:34]2[N:35]=[C:30]3[CH:29]=[CH:28][C:27]([O:26][C:25]4[CH:42]=[CH:43][C:44]([CH3:45])=[C:23]([NH:22][C:7]([C:6]5[O:5][C:4](=[O:10])[NH:3][C:2]=5[CH3:1])=[O:9])[CH:24]=4)=[N:32][N:31]3[CH:33]=2)=[O:38])[CH2:40][CH2:41]1. The yield is 0.350. (2) The reactants are [C:1]1([CH:11]=O)[C:10]2[C:5](=[CH:6][CH:7]=[CH:8][CH:9]=2)[CH:4]=[CH:3][CH:2]=1.C([O-])([O-])=O.[K+].[K+].[C:19]1(P(=O)(C2C=CC=CC=2)C2C=CC=CC=2)[CH:24]=CC=C[CH:20]=1.[PH4+]. The catalyst is [Br-].C([P+](C1C=CC=CC=1)(C1C=CC=CC=1)C1C=CC=CC=1)C.CCCCCC.C1(C)C=CC=CC=1. The product is [CH2:19]([CH:24]=[CH:11][C:1]1[C:10]2[C:5](=[CH:6][CH:7]=[CH:8][CH:9]=2)[CH:4]=[CH:3][CH:2]=1)[CH3:20]. The yield is 0.630. (3) The reactants are [Mg].Br[CH2:3][CH2:4]Br.Br[C:7]1[CH2:8][C:9]2[C:14]([CH:15]=1)=[CH:13][CH:12]=[CH:11][CH:10]=2.Cl[Si:17]([CH3:23])([CH3:22])[Si:18]([CH3:21])([CH3:20])Cl. The catalyst is O1CCCC1. The product is [CH2:8]1[C:9]2[C:14](=[CH:13][CH:12]=[CH:11][CH:10]=2)[CH:15]=[C:7]1[Si:17]([CH3:23])([CH3:22])[Si:18]([C:12]1[CH2:13][C:14]2[C:3]([CH:4]=1)=[CH:9][CH:8]=[CH:7][CH:15]=2)([CH3:21])[CH3:20]. The yield is 0.860. (4) The reactants are C(OC([N:8]1[CH2:13][CH2:12][N:11]([C:14]2[CH:19]=[CH:18][C:17]([NH:20][C:21]3[C:22]4[N:23]([N:28]=[CH:29][N:30]=4)[C:24]([Br:27])=[CH:25][N:26]=3)=[CH:16][CH:15]=2)[C:10](=[O:31])[CH2:9]1)=O)(C)(C)C.C(O)(C(F)(F)F)=O. The catalyst is C(Cl)Cl.C([O-])(O)=O.[Na+]. The product is [Br:27][C:24]1[N:23]2[N:28]=[CH:29][N:30]=[C:22]2[C:21]([NH:20][C:17]2[CH:18]=[CH:19][C:14]([N:11]3[CH2:12][CH2:13][NH:8][CH2:9][C:10]3=[O:31])=[CH:15][CH:16]=2)=[N:26][CH:25]=1. The yield is 0.780. (5) The reactants are [NH2:1][CH2:2][CH:3]([OH:5])[CH3:4].[CH3:6][C:7]([O:10][C:11](O[C:11]([O:10][C:7]([CH3:9])([CH3:8])[CH3:6])=[O:12])=[O:12])([CH3:9])[CH3:8]. The catalyst is C1COCC1.O.C1COCC1. The product is [OH:5][CH:3]([CH3:4])[CH2:2][NH:1][C:11](=[O:12])[O:10][C:7]([CH3:9])([CH3:8])[CH3:6]. The yield is 0.874.